Task: Predict the product of the given reaction.. Dataset: Forward reaction prediction with 1.9M reactions from USPTO patents (1976-2016) Given the reactants [N:1]1([C:7]2[N:12]=[C:11]([C:13]3[CH:18]=[CH:17][C:16]([NH:19][C:20](=[O:29])[NH:21][C:22]4[CH:27]=[CH:26][C:25]([F:28])=[CH:24][CH:23]=4)=[CH:15][CH:14]=3)[N:10]=[C:9]([NH:30][CH:31]3[CH2:34][N:33](C(OC(C)(C)C)=O)[CH2:32]3)[N:8]=2)[CH2:6][CH2:5][O:4][CH2:3][CH2:2]1.C(O)(C(F)(F)F)=O, predict the reaction product. The product is: [NH:33]1[CH2:32][CH:31]([NH:30][C:9]2[N:8]=[C:7]([N:1]3[CH2:6][CH2:5][O:4][CH2:3][CH2:2]3)[N:12]=[C:11]([C:13]3[CH:14]=[CH:15][C:16]([NH:19][C:20]([NH:21][C:22]4[CH:27]=[CH:26][C:25]([F:28])=[CH:24][CH:23]=4)=[O:29])=[CH:17][CH:18]=3)[N:10]=2)[CH2:34]1.